Dataset: Full USPTO retrosynthesis dataset with 1.9M reactions from patents (1976-2016). Task: Predict the reactants needed to synthesize the given product. (1) The reactants are: [S:1]([Cl:5])(=O)(=[O:3])[OH:2].[OH:6][C:7]1[CH:16]=[CH:15][CH:14]=[CH:13][C:8]=1[C:9]([O:11][CH3:12])=[O:10]. Given the product [Cl:5][S:1]([C:14]1[CH:15]=[CH:16][C:7]([OH:6])=[C:8]([CH:13]=1)[C:9]([O:11][CH3:12])=[O:10])(=[O:3])=[O:2], predict the reactants needed to synthesize it. (2) Given the product [Cl:15][C:16]1[N:17]=[C:18]([NH:1][C@@H:2]([C:9]2([CH3:14])[CH2:10][CH2:11][CH2:12][CH2:13]2)[CH2:3][C:4]([O:6][CH2:7][CH3:8])=[O:5])[C:19]([F:24])=[CH:20][C:21]=1[C:22]#[N:23], predict the reactants needed to synthesize it. The reactants are: [NH2:1][CH:2]([C:9]1([CH3:14])[CH2:13][CH2:12][CH2:11][CH2:10]1)[CH2:3][C:4]([O:6][CH2:7][CH3:8])=[O:5].[Cl:15][C:16]1[C:21]([C:22]#[N:23])=[CH:20][C:19]([F:24])=[C:18](Cl)[N:17]=1.C(N(CC)CC)C. (3) The reactants are: [Br:1][C:2]1[CH:3]=[C:4]([NH2:8])[CH:5]=[N:6][CH:7]=1.N1C=CC=CC=1.[CH:15]1([S:18](Cl)(=[O:20])=[O:19])[CH2:17][CH2:16]1. Given the product [Br:1][C:2]1[CH:3]=[C:4]([NH:8][S:18]([CH:15]2[CH2:17][CH2:16]2)(=[O:20])=[O:19])[CH:5]=[N:6][CH:7]=1, predict the reactants needed to synthesize it.